Dataset: Reaction yield outcomes from USPTO patents with 853,638 reactions. Task: Predict the reaction yield, written as a fraction of the theoretical maximum amount of product (1.0 means a 100% yield; for example, 0.34 means a 34% yield). The reactants are C([N:4]([CH:42]([CH3:44])[CH3:43])[C:5]1[N:10]=[CH:9][C:8]([C:11]2[S:15][C:14]([C:16]3[C:38]([Cl:39])=[CH:37][C:19]([O:20][CH2:21][C@H:22]4[C@@H:26]([CH3:27])[O:25][C:24]([CH3:29])([CH3:28])[N:23]4[C:30]([O:32][C:33]([CH3:36])([CH3:35])[CH3:34])=[O:31])=[C:18]([F:40])[CH:17]=3)=[N:13][N:12]=2)=[CH:7][C:6]=1[Cl:41])C=C.CN1C(=O)CC(=O)N(C)C1=O. The catalyst is C(O)C.CC([O-])=O.CC([O-])=O.[Pd+2]. The product is [Cl:39][C:38]1[C:16]([C:14]2[S:15][C:11]([C:8]3[CH:9]=[N:10][C:5]([NH:4][CH:42]([CH3:44])[CH3:43])=[C:6]([Cl:41])[CH:7]=3)=[N:12][N:13]=2)=[CH:17][C:18]([F:40])=[C:19]([CH:37]=1)[O:20][CH2:21][C@H:22]1[C@@H:26]([CH3:27])[O:25][C:24]([CH3:29])([CH3:28])[N:23]1[C:30]([O:32][C:33]([CH3:34])([CH3:36])[CH3:35])=[O:31]. The yield is 0.354.